Task: Predict the reactants needed to synthesize the given product.. Dataset: Full USPTO retrosynthesis dataset with 1.9M reactions from patents (1976-2016) (1) Given the product [NH2:1][C:2]1[C:11]2[C:6](=[CH:7][C:8]([N:17]3[C:18]4[CH2:19][C:20]([CH3:25])([CH3:26])[CH2:21][C:22](=[O:24])[C:23]=4[C:15]([CH3:14])=[CH:16]3)=[CH:9][CH:10]=2)[C:5]([Br:13])=[CH:4][N:3]=1, predict the reactants needed to synthesize it. The reactants are: [NH2:1][C:2]1[C:11]2[C:6](=[CH:7][C:8](F)=[CH:9][CH:10]=2)[C:5]([Br:13])=[CH:4][N:3]=1.[CH3:14][C:15]1[C:23]2[C:22](=[O:24])[CH2:21][C:20]([CH3:26])([CH3:25])[CH2:19][C:18]=2[NH:17][CH:16]=1.[H-].[Na+].[NH4+].[Cl-]. (2) Given the product [C:65]([O:64][CH2:63][C@@H:52]1[C@@H:51]([O:79][C:73](=[O:72])[CH3:74])[C@H:50]([O:49][C:46](=[O:48])[CH3:47])[C@H:55]([O:56][C:57](=[O:59])[CH3:58])[C@@H:54]([N:60]2[CH:3]=[C:4]([C@@H:5]3[C@@H:10]([O:11][CH2:12][C:13]4[CH:18]=[CH:17][CH:16]=[CH:15][CH:14]=4)[C@@H:9]([O:19][CH2:20][C:21]4[CH:26]=[CH:25][CH:24]=[CH:23][CH:22]=4)[C@H:8]([O:27][CH2:28][C:29]4[CH:34]=[CH:33][CH:32]=[CH:31][CH:30]=4)[C@@H:7]([CH2:35][O:36][CH2:37][C:38]4[CH:43]=[CH:42][CH:41]=[CH:40][CH:39]=4)[O:6]3)[N:62]=[N:61]2)[O:53]1)(=[O:67])[CH3:66], predict the reactants needed to synthesize it. The reactants are: C[Si](C)(C)[C:3]#[C:4][C@@H:5]1[C@@H:10]([O:11][CH2:12][C:13]2[CH:18]=[CH:17][CH:16]=[CH:15][CH:14]=2)[C@@H:9]([O:19][CH2:20][C:21]2[CH:26]=[CH:25][CH:24]=[CH:23][CH:22]=2)[C@H:8]([O:27][CH2:28][C:29]2[CH:34]=[CH:33][CH:32]=[CH:31][CH:30]=2)[C@@H:7]([CH2:35][O:36][CH2:37][C:38]2[CH:43]=[CH:42][CH:41]=[CH:40][CH:39]=2)[O:6]1.[C:46]([O:49][C@@H:50]1[C@H:55]([O:56][C:57](=[O:59])[CH3:58])[C@@H:54]([N:60]=[N+:61]=[N-:62])[O:53][C@@H:52]([CH2:63][O:64][C:65](=[O:67])[CH3:66])[C@H:51]1CC([O-])=O)(=[O:48])[CH3:47].[O:72]=[C:73]1[O:79][C@H]([C@H](CO)O)C([O-])=[C:74]1O.[Na+]. (3) Given the product [Br:1][C:2]1[CH:7]=[CH:6][C:5]([NH:8][C:9]2[CH:17]=[N:16][CH:15]=[CH:14][C:10]=2[C:11]([NH:32][O:31][CH2:29][CH3:30])=[O:13])=[C:4]([CH3:18])[CH:3]=1, predict the reactants needed to synthesize it. The reactants are: [Br:1][C:2]1[CH:7]=[CH:6][C:5]([NH:8][C:9]2[CH:17]=[N:16][CH:15]=[CH:14][C:10]=2[C:11]([OH:13])=O)=[C:4]([CH3:18])[CH:3]=1.CCN(C(C)C)C(C)C.Cl.[CH2:29]([O:31][NH2:32])[CH3:30]. (4) Given the product [OH:24][CH:22]1[C:21]2[C:16](=[CH:17][CH:18]=[CH:19][CH:20]=2)[S:15][C:14]2([CH2:25][CH2:26][N:11]([C:9]([C:8]3[CH:27]=[CH:28][C:5]([O:4][CH:1]([CH3:2])[CH3:3])=[C:6]([O:29][CH3:30])[CH:7]=3)=[O:10])[CH2:12][CH2:13]2)[CH2:23]1, predict the reactants needed to synthesize it. The reactants are: [CH:1]([O:4][C:5]1[CH:28]=[CH:27][C:8]([C:9]([N:11]2[CH2:26][CH2:25][C:14]3([CH2:23][C:22](=[O:24])[C:21]4[C:16](=[CH:17][CH:18]=[CH:19][CH:20]=4)[S:15]3)[CH2:13][CH2:12]2)=[O:10])=[CH:7][C:6]=1[O:29][CH3:30])([CH3:3])[CH3:2].[BH4-].[Na+].